From a dataset of Reaction yield outcomes from USPTO patents with 853,638 reactions. Predict the reaction yield, written as a fraction of the theoretical maximum amount of product (1.0 means a 100% yield; for example, 0.34 means a 34% yield). (1) The reactants are [CH2:1]([N:8]1[CH2:12][CH:11]([N+:13]([O-])=O)[CH:10]([C:16]2[CH:21]=[CH:20][C:19]([Cl:22])=[CH:18][CH:17]=2)[CH2:9]1)[C:2]1[CH:7]=[CH:6][CH:5]=[CH:4][CH:3]=1. The catalyst is C1COCC1.CCOCC.[Ti](Cl)(Cl)(Cl)Cl.[Zn]. The product is [CH2:1]([N:8]1[CH2:9][CH:10]([C:16]2[CH:17]=[CH:18][C:19]([Cl:22])=[CH:20][CH:21]=2)[CH:11]([NH2:13])[CH2:12]1)[C:2]1[CH:3]=[CH:4][CH:5]=[CH:6][CH:7]=1. The yield is 0.570. (2) The reactants are [OH:1][CH2:2][C@@H:3]([CH2:19][CH2:20][CH2:21][CH3:22])[C:4](N1[C@@H](CC2C=CC=CC=2)COC1=O)=[O:5].[OH:23]O.O.[OH-].[Li+]. The catalyst is C1COCC1.O.O. The product is [OH:1][CH2:2][C@@H:3]([CH2:19][CH2:20][CH2:21][CH3:22])[C:4]([OH:5])=[O:23]. The yield is 1.07.